This data is from Forward reaction prediction with 1.9M reactions from USPTO patents (1976-2016). The task is: Predict the product of the given reaction. (1) Given the reactants C(O[C:6]([N:8](C)[C@@H:9]([CH2:13][C:14](C)(C)[CH3:15])[C:10](O)=[O:11])=O)(C)(C)C.[F:19][C:20]([F:38])([F:37])[O:21][C:22]1[CH:23]=[C:24]([N:28]2[CH2:32][C@@H:31]3[C@@H:33]([NH2:36])[CH2:34][CH2:35][C@@H:30]3[CH2:29]2)[CH:25]=[CH:26][CH:27]=1.FC(F)(F)C1N=C(N2C[C@@H]3[C@@H](N)CC[C@@H]3C2)C=CC=1, predict the reaction product. The product is: [CH3:6][NH:8][C@H:9]([C:10]([NH:36][C@@H:33]1[C@@H:31]2[C@@H:30]([CH2:29][N:28]([C:24]3[CH:25]=[CH:26][CH:27]=[C:22]([O:21][C:20]([F:19])([F:37])[F:38])[CH:23]=3)[CH2:32]2)[CH2:35][CH2:34]1)=[O:11])[CH2:13][CH2:14][CH3:15]. (2) Given the reactants [CH3:1][S:2](Cl)(=[O:4])=[O:3].[NH2:6][C:7]1[CH:8]=[C:9]2[C:14](=[O:15])[NH:13][C:11](=[O:12])[C:10]2=[CH:16][CH:17]=1, predict the reaction product. The product is: [CH3:1][S:2]([NH:6][C:7]1[CH:8]=[C:9]2[C:14](=[O:15])[NH:13][C:11](=[O:12])[C:10]2=[CH:16][CH:17]=1)(=[O:4])=[O:3]. (3) Given the reactants [OH:1][CH:2]([CH2:6][OH:7])[CH2:3][NH:4][CH3:5].[C:8]([C:10]1[C:18]2[C:13](=[CH:14][CH:15]=[C:16]([CH2:19][CH2:20][NH:21][C:22](=[O:36])[C:23]3[CH:28]=[CH:27][C:26]([C:29]4[CH:34]=[CH:33][N:32]=[C:31](Cl)[N:30]=4)=[CH:25][CH:24]=3)[CH:17]=2)[NH:12][CH:11]=1)#[N:9], predict the reaction product. The product is: [C:8]([C:10]1[C:18]2[C:13](=[CH:14][CH:15]=[C:16]([CH2:19][CH2:20][NH:21][C:22](=[O:36])[C:23]3[CH:28]=[CH:27][C:26]([C:29]4[CH:34]=[CH:33][N:32]=[C:31]([N:4]([CH2:3][CH:2]([OH:1])[CH2:6][OH:7])[CH3:5])[N:30]=4)=[CH:25][CH:24]=3)[CH:17]=2)[NH:12][CH:11]=1)#[N:9]. (4) Given the reactants C[O:2][C:3](=[O:14])[C:4]1[CH:9]=[CH:8][C:7]([O:10][CH2:11][CH2:12][OH:13])=[CH:6][CH:5]=1.[OH-].[Na+], predict the reaction product. The product is: [OH:13][CH2:12][CH2:11][O:10][C:7]1[CH:8]=[CH:9][C:4]([C:3]([OH:14])=[O:2])=[CH:5][CH:6]=1. (5) The product is: [CH3:25][C:26]1[CH:36]=[C:35]([CH3:37])[CH:34]=[CH:33][C:27]=1[CH2:28][C:29]1([NH:32][CH2:21][CH:20]([C:12]2[C:13]3[O:18][CH2:17][C:16](=[O:19])[NH:15][C:14]=3[C:9]([OH:8])=[CH:10][CH:11]=2)[OH:24])[CH2:30][CH2:31]1. Given the reactants C([O:8][C:9]1[C:14]2[NH:15][C:16](=[O:19])[CH2:17][O:18][C:13]=2[C:12]([C:20](=[O:24])[CH:21](O)O)=[CH:11][CH:10]=1)C1C=CC=CC=1.[CH3:25][C:26]1[CH:36]=[C:35]([CH3:37])[CH:34]=[CH:33][C:27]=1[CH2:28][C:29]1([NH2:32])[CH2:31][CH2:30]1.FC(F)(F)C([O-])=O, predict the reaction product. (6) Given the reactants [Cl:1][C:2]1[CH:3]=[C:4]2[C:8](=[CH:9][CH:10]=1)[N:7]([S:11]([C:14]1[CH:19]=[CH:18][C:17]([O:20][CH3:21])=[C:16]([N:22]3[CH2:27][CH2:26][NH:25][CH2:24][CH2:23]3)[CH:15]=1)(=[O:13])=[O:12])[CH:6]=[C:5]2[CH3:28].[C:29]([BH3-])#N.[Na+].C=O, predict the reaction product. The product is: [Cl:1][C:2]1[CH:3]=[C:4]2[C:8](=[CH:9][CH:10]=1)[N:7]([S:11]([C:14]1[CH:19]=[CH:18][C:17]([O:20][CH3:21])=[C:16]([N:22]3[CH2:27][CH2:26][N:25]([CH3:29])[CH2:24][CH2:23]3)[CH:15]=1)(=[O:13])=[O:12])[CH:6]=[C:5]2[CH3:28].